Dataset: Forward reaction prediction with 1.9M reactions from USPTO patents (1976-2016). Task: Predict the product of the given reaction. Given the reactants [N:1]1([C:7]2[N:12]=[CH:11][C:10]([I:13])=[CH:9][N:8]=2)[CH2:6][CH2:5][NH:4][CH2:3][CH2:2]1.[C:14]1([C:20](Cl)([C:27]2[CH:32]=[CH:31][CH:30]=[CH:29][CH:28]=2)[C:21]2[CH:26]=[CH:25][CH:24]=[CH:23][CH:22]=2)[CH:19]=[CH:18][CH:17]=[CH:16][CH:15]=1.C(N(CC)CC)C, predict the reaction product. The product is: [C:14]1([C:20]([C:21]2[CH:22]=[CH:23][CH:24]=[CH:25][CH:26]=2)([C:27]2[CH:28]=[CH:29][CH:30]=[CH:31][CH:32]=2)[N:4]2[CH2:5][CH2:6][N:1]([C:7]3[N:8]=[CH:9][C:10]([I:13])=[CH:11][N:12]=3)[CH2:2][CH2:3]2)[CH:15]=[CH:16][CH:17]=[CH:18][CH:19]=1.